From a dataset of Forward reaction prediction with 1.9M reactions from USPTO patents (1976-2016). Predict the product of the given reaction. (1) Given the reactants [N+:1]([C:4]1[NH:8][N:7]=[C:6]([C:9]([OH:11])=[O:10])[CH:5]=1)([O-:3])=[O:2].[CH:12](O)([CH3:14])[CH3:13], predict the reaction product. The product is: [N+:1]([C:4]1[NH:8][N:7]=[C:6]([C:9]([O:11][CH:12]([CH3:14])[CH3:13])=[O:10])[CH:5]=1)([O-:3])=[O:2]. (2) Given the reactants [NH2-].[Na+].[Cl:3][C:4]1[CH:5]=[C:6]([CH2:10][C:11]#[N:12])[CH:7]=[CH:8][CH:9]=1.[CH3:13]I, predict the reaction product. The product is: [Cl:3][C:4]1[CH:5]=[C:6]([CH:10]([CH3:13])[C:11]#[N:12])[CH:7]=[CH:8][CH:9]=1.